Dataset: Reaction yield outcomes from USPTO patents with 853,638 reactions. Task: Predict the reaction yield, written as a fraction of the theoretical maximum amount of product (1.0 means a 100% yield; for example, 0.34 means a 34% yield). The reactants are Br[CH2:2][C:3]([NH2:5])=[O:4].CN(C=O)C.C(=O)([O-])[O-].[Cs+].[Cs+].[OH:17][C:18]1[CH:27]=[CH:26][C:21]([C:22]([O:24][CH3:25])=[O:23])=[C:20]([O:28][CH3:29])[CH:19]=1. The catalyst is C(Cl)Cl. The product is [NH2:5][C:3](=[O:4])[CH2:2][O:17][C:18]1[CH:27]=[CH:26][C:21]([C:22]([O:24][CH3:25])=[O:23])=[C:20]([O:28][CH3:29])[CH:19]=1. The yield is 0.780.